This data is from Forward reaction prediction with 1.9M reactions from USPTO patents (1976-2016). The task is: Predict the product of the given reaction. Given the reactants C(OC(=O)[NH:7][C@H:8]([CH2:33][C:34]1[CH:39]=[C:38]([F:40])[C:37]([F:41])=[CH:36][C:35]=1[F:42])[CH2:9][C:10]([N:12]1[CH2:17][CH2:16][N:15]2[C:18]([C:29]([F:32])([F:31])[F:30])=[N:19][C:20]([C:21]([N:23]3[CH2:27][CH2:26][C@@H:25]([F:28])[CH2:24]3)=[O:22])=[C:14]2[CH2:13]1)=[O:11])(C)(C)C.[ClH:44], predict the reaction product. The product is: [ClH:44].[NH2:7][C@H:8]([CH2:33][C:34]1[CH:39]=[C:38]([F:40])[C:37]([F:41])=[CH:36][C:35]=1[F:42])[CH2:9][C:10]([N:12]1[CH2:17][CH2:16][N:15]2[C:18]([C:29]([F:32])([F:31])[F:30])=[N:19][C:20]([C:21]([N:23]3[CH2:27][CH2:26][C@@H:25]([F:28])[CH2:24]3)=[O:22])=[C:14]2[CH2:13]1)=[O:11].